Regression. Given two drug SMILES strings and cell line genomic features, predict the synergy score measuring deviation from expected non-interaction effect. From a dataset of NCI-60 drug combinations with 297,098 pairs across 59 cell lines. Drug 1: CS(=O)(=O)C1=CC(=C(C=C1)C(=O)NC2=CC(=C(C=C2)Cl)C3=CC=CC=N3)Cl. Drug 2: CC1CCC2CC(C(=CC=CC=CC(CC(C(=O)C(C(C(=CC(C(=O)CC(OC(=O)C3CCCCN3C(=O)C(=O)C1(O2)O)C(C)CC4CCC(C(C4)OC)OCCO)C)C)O)OC)C)C)C)OC. Cell line: T-47D. Synergy scores: CSS=20.2, Synergy_ZIP=-2.11, Synergy_Bliss=0.701, Synergy_Loewe=-0.513, Synergy_HSA=2.22.